This data is from Forward reaction prediction with 1.9M reactions from USPTO patents (1976-2016). The task is: Predict the product of the given reaction. (1) Given the reactants C([O:5][C:6]([N:8]([CH2:42][CH3:43])[C:9]1[C:10]([CH2:37]OC(=O)C)=[N:11][CH:12]=[C:13]([C:15]2[CH:24]=[CH:23][C:22]3[N:21]=[CH:20][C:19]4[N:25]([CH3:36])[C:26](=[O:35])[N:27]([C:28]5[C:29]([CH3:34])=[N:30][N:31]([CH3:33])[CH:32]=5)[C:18]=4[C:17]=3[CH:16]=2)[CH:14]=1)=[O:7])(C)(C)C.[C-]#N.[K+], predict the reaction product. The product is: [CH3:33][N:31]1[CH:32]=[C:28]([N:27]2[C:18]3[C:17]4[CH:16]=[C:15]([C:13]5[CH:12]=[N:11][C:10]6[CH2:37][O:7][C:6](=[O:5])[N:8]([CH2:42][CH3:43])[C:9]=6[CH:14]=5)[CH:24]=[CH:23][C:22]=4[N:21]=[CH:20][C:19]=3[N:25]([CH3:36])[C:26]2=[O:35])[C:29]([CH3:34])=[N:30]1. (2) Given the reactants [CH3:1][C:2]1[C:7]([CH3:8])=[CH:6][CH:5]=[CH:4][C:3]=1[OH:9].[CH2:10](Br)[CH:11]=C.[OH-:14].[K+].[C:16](#N)C, predict the reaction product. The product is: [CH3:16][O:14][CH2:10][CH2:11][O:9][C:3]1[CH:4]=[CH:5][CH:6]=[C:7]([CH3:8])[C:2]=1[CH3:1].